Dataset: Forward reaction prediction with 1.9M reactions from USPTO patents (1976-2016). Task: Predict the product of the given reaction. (1) Given the reactants [CH3:1][CH2:2][CH:3]([CH2:5][CH2:6][CH2:7][CH2:8][C:9]([NH:11][C@H:12]([C:16]([NH:18][C@H:19]([C@H:79]([OH:81])[CH3:80])[CH2:20][NH:21][C@H:22]([C:26]([NH:28][C@@H:29]1[C:57](=[O:58])[NH:56][C@@H:55]([CH2:59][CH2:60][NH2:61])[C:53](=[O:54])[NH:52][C@H:51]([CH2:62][CH:63]([CH3:65])[CH3:64])[C:49](=[O:50])[NH:48][C@@H:47]([CH2:66][CH:67]([CH3:69])[CH3:68])[C:45](=[O:46])[NH:44][C@@H:43]([CH2:70][CH2:71][NH2:72])[C:41](=[O:42])[NH:40][C@@H:39]([CH2:73][CH2:74][NH2:75])[C:37](=[O:38])[NH:36][C@@H:35]([C@H:76]([OH:78])[CH3:77])[C:33](=[O:34])[NH:32][CH2:31][CH2:30]1)=[O:27])[CH2:23][CH2:24][NH2:25])=[O:17])[CH2:13][CH2:14][NH2:15])=[O:10])[CH3:4].C[C@@H](O)[C@@H]1NC(=O)[C@H](CCN)NC(=O)[C@H](CCN)NC(=O)[C@H](CC(C)C)NC(=O)[C@@H](CC(C)C)NC(=O)[C@H](CCN)NC(=O)[C@@H](NC([C@@H](NC[C@H](NC([C@@H](NC(CCCCC(C)C)=O)CCN)=O)[C@H](O)C)CCN)=O)CCNC1=[O:86].C([O-])(=O)C.N, predict the reaction product. The product is: [CH3:1][CH2:2][C@H:3]([CH2:5][CH2:6][CH2:7][CH2:8][C:9]([NH:11][C@H:12]([C:16]([NH:18][C@H:19]([C:20]([NH:21][C@H:22]([C:26]([NH:28][C@@H:29]1[C:57](=[O:58])[NH:56][C@@H:55]([CH2:59][CH2:60][NH2:61])[C:53](=[O:54])[NH:52][C@H:51]([CH2:62][CH:63]([CH3:65])[CH3:64])[C:49](=[O:50])[NH:48][C@@H:47]([CH2:66][CH:67]([CH3:69])[CH3:68])[C:45](=[O:46])[NH:44][C@@H:43]([CH2:70][CH2:71][NH2:72])[C:41](=[O:42])[NH:40][C@@H:39]([CH2:73][CH2:74][NH2:75])[C:37](=[O:38])[NH:36][C@@H:35]([C@H:76]([OH:78])[CH3:77])[C:33](=[O:34])[NH:32][CH2:31][CH2:30]1)=[O:27])[CH2:23][CH2:24][NH2:25])=[O:86])[C@H:79]([OH:81])[CH3:80])=[O:17])[CH2:13][CH2:14][NH2:15])=[O:10])[CH3:4]. (2) Given the reactants [C:1]([O:5][C:6]([NH:8][C:9]1[CH:14]=[C:13]([CH2:15][C:16]([C:18]2[CH:23]=[CH:22][C:21]([O:24][CH3:25])=[CH:20][CH:19]=2)=[O:17])[CH:12]=[CH:11][N:10]=1)=[O:7])([CH3:4])([CH3:3])[CH3:2].[Br:26]Br, predict the reaction product. The product is: [BrH:26].[Br:26][CH:15]([C:13]1[CH:12]=[CH:11][N:10]=[C:9]([NH:8][C:6]([O:5][C:1]([CH3:3])([CH3:4])[CH3:2])=[O:7])[CH:14]=1)[C:16]([C:18]1[CH:19]=[CH:20][C:21]([O:24][CH3:25])=[CH:22][CH:23]=1)=[O:17]. (3) Given the reactants Cl[C:2]1[N:7]=[C:6]([C:8]2[O:12][C:11]([C:13]([CH3:16])([CH3:15])[CH3:14])=[N:10][C:9]=2[C:17]2[C:18]([F:32])=[C:19]([NH:23][S:24]([C:27]3[O:28][CH:29]=[CH:30][CH:31]=3)(=[O:26])=[O:25])[CH:20]=[CH:21][CH:22]=2)[CH:5]=[CH:4][N:3]=1.[OH-].[NH4+:34], predict the reaction product. The product is: [NH2:34][C:2]1[N:7]=[C:6]([C:8]2[O:12][C:11]([C:13]([CH3:16])([CH3:15])[CH3:14])=[N:10][C:9]=2[C:17]2[C:18]([F:32])=[C:19]([NH:23][S:24]([C:27]3[O:28][CH:29]=[CH:30][CH:31]=3)(=[O:26])=[O:25])[CH:20]=[CH:21][CH:22]=2)[CH:5]=[CH:4][N:3]=1. (4) Given the reactants [CH2:1]([O:3][P:4]([C:9]1[S:10][C:11]([C:14](=O)[CH3:15])=[CH:12][CH:13]=1)(=[O:8])[O:5][CH2:6][CH3:7])[CH3:2].[NH2:17][C:18]([NH2:20])=[S:19], predict the reaction product. The product is: [CH2:1]([O:3][P:4]([C:9]1[S:10][C:11]([C:14]2[S:19][C:18]([NH2:20])=[N:17][CH:15]=2)=[CH:12][CH:13]=1)(=[O:8])[O:5][CH2:6][CH3:7])[CH3:2]. (5) Given the reactants [CH3:1][N:2]1[CH2:15][CH2:14][C:13]2[C:12]3[CH:11]=[C:10]([CH3:16])[CH:9]=[CH:8][C:7]=3[NH:6][C:5]=2[CH2:4][CH2:3]1.[CH:17]([C:19]1[CH:20]=[CH:21][C:22]([C:25]([OH:27])=[O:26])=[N:23][CH:24]=1)=[CH2:18], predict the reaction product. The product is: [CH3:1][N:2]1[CH2:15][CH2:14][C:13]2[C:12]3[CH:11]=[C:10]([CH3:16])[CH:9]=[CH:8][C:7]=3[N:6]([CH2:18][CH2:17][C:19]3[CH:20]=[CH:21][C:22]([C:25]([OH:27])=[O:26])=[N:23][CH:24]=3)[C:5]=2[CH2:4][CH2:3]1.